Dataset: Forward reaction prediction with 1.9M reactions from USPTO patents (1976-2016). Task: Predict the product of the given reaction. Given the reactants [N:1]1([C:7]([N:9]2[CH2:14][CH:13]([C:15]3[CH:20]=[CH:19][C:18]([O:21][C:22]([F:25])([F:24])[F:23])=[CH:17][CH:16]=3)[CH2:12][CH:11]([C:26](O)=[O:27])[CH2:10]2)=[O:8])[CH2:6][CH2:5][O:4][CH2:3][CH2:2]1.[Cl:29][C:30]1[CH:35]=[C:34]([C:36](=[NH:39])[NH:37]O)[CH:33]=[CH:32][N:31]=1, predict the reaction product. The product is: [Cl:29][C:30]1[CH:35]=[C:34]([C:36]2[N:39]=[C:26]([CH:11]3[CH2:12][CH:13]([C:15]4[CH:16]=[CH:17][C:18]([O:21][C:22]([F:23])([F:24])[F:25])=[CH:19][CH:20]=4)[CH2:14][N:9]([C:7]([N:1]4[CH2:2][CH2:3][O:4][CH2:5][CH2:6]4)=[O:8])[CH2:10]3)[O:27][N:37]=2)[CH:33]=[CH:32][N:31]=1.